Task: Predict the reaction yield, written as a fraction of the theoretical maximum amount of product (1.0 means a 100% yield; for example, 0.34 means a 34% yield).. Dataset: Reaction yield outcomes from USPTO patents with 853,638 reactions (1) The reactants are C([O:8][C:9](=[O:45])[CH2:10][NH:11][C:12](=[O:44])[C@@H:13]1[CH2:17][C@H:16]([CH3:18])[CH2:15][N:14]1[C:19](=[O:43])[C@@H:20]1[CH2:24][C@@H:23]([CH3:25])[CH2:22][N:21]1[C:26]([O:28][CH2:29][CH:30]1[C:42]2[CH:41]=[CH:40][CH:39]=[CH:38][C:37]=2[C:36]2[C:31]1=[CH:32][CH:33]=[CH:34][CH:35]=2)=[O:27])C1C=CC=CC=1. The catalyst is [Pd].CO. The product is [CH:41]1[C:42]2[CH:30]([CH2:29][O:28][C:26]([N:21]3[CH2:22][C@H:23]([CH3:25])[CH2:24][C@H:20]3[C:19]([N:14]3[CH2:15][C@@H:16]([CH3:18])[CH2:17][C@H:13]3[C:12]([NH:11][CH2:10][C:9]([OH:45])=[O:8])=[O:44])=[O:43])=[O:27])[C:31]3[C:36](=[CH:35][CH:34]=[CH:33][CH:32]=3)[C:37]=2[CH:38]=[CH:39][CH:40]=1. The yield is 0.660. (2) The reactants are [Br:1][C:2]1[CH:3]=[C:4]([CH3:11])[C:5]([C:8]([OH:10])=[O:9])=[N:6][CH:7]=1.[C:12](=O)([O-])[O-].[K+].[K+].CI. The catalyst is CN(C)C=O. The product is [Br:1][C:2]1[CH:3]=[C:4]([CH3:11])[C:5]([C:8]([O:10][CH3:12])=[O:9])=[N:6][CH:7]=1. The yield is 0.830. (3) The reactants are [CH3:1][O:2][C:3]1[C:21]([O:22][CH3:23])=[CH:20][C:6]2[N:7]([C:10]3[S:14][C:13]([C:15]([O:17][CH3:18])=[O:16])=[C:12]([OH:19])[CH:11]=3)[CH:8]=[N:9][C:5]=2[CH:4]=1.[F:24][C:25]([F:35])([F:34])[C:26]1[CH:33]=[CH:32][CH:31]=[CH:30][C:27]=1[CH2:28]Br. No catalyst specified. The product is [CH3:1][O:2][C:3]1[C:21]([O:22][CH3:23])=[CH:20][C:6]2[N:7]([C:10]3[S:14][C:13]([C:15]([O:17][CH3:18])=[O:16])=[C:12]([O:19][CH2:28][C:27]4[CH:30]=[CH:31][CH:32]=[CH:33][C:26]=4[C:25]([F:24])([F:34])[F:35])[CH:11]=3)[CH:8]=[N:9][C:5]=2[CH:4]=1. The yield is 0.690. (4) The reactants are [Cl:1][C:2]1[CH:7]=[CH:6][C:5]([CH:8]([N:34]2C(=O)C3C(=CC=CC=3)C2=O)[CH2:9][C:10]2[N:11]([C:15]([C:28]3[CH:33]=[CH:32][CH:31]=[CH:30][CH:29]=3)([C:22]3[CH:27]=[CH:26][CH:25]=[CH:24][CH:23]=3)[C:16]3[CH:21]=[CH:20][CH:19]=[CH:18][CH:17]=3)[CH:12]=[CH:13][N:14]=2)=[CH:4][CH:3]=1.O.NN. The catalyst is CO. The product is [Cl:1][C:2]1[CH:7]=[CH:6][C:5]([CH:8]([NH2:34])[CH2:9][C:10]2[N:11]([C:15]([C:28]3[CH:29]=[CH:30][CH:31]=[CH:32][CH:33]=3)([C:22]3[CH:23]=[CH:24][CH:25]=[CH:26][CH:27]=3)[C:16]3[CH:21]=[CH:20][CH:19]=[CH:18][CH:17]=3)[CH:12]=[CH:13][N:14]=2)=[CH:4][CH:3]=1. The yield is 0.678. (5) The catalyst is C(O)C. The product is [CH2:1]([N:3]1[C:7](/[CH:8]=[CH:9]\[C:10]2[C:11]([O:21][CH2:22][C:23]3[CH:48]=[CH:47][C:26]([O:27][CH2:28][C:29]4[N:30]=[C:31]([C:35]5[CH:36]=[CH:37][C:38]([CH2:41][C:42]([OH:44])=[O:43])=[CH:39][CH:40]=5)[O:32][C:33]=4[CH3:34])=[C:25]([O:49][CH3:50])[CH:24]=3)=[N:12][N:13]([C:15]3[CH:16]=[CH:17][CH:18]=[CH:19][CH:20]=3)[CH:14]=2)=[CH:6][N:5]=[CH:4]1)[CH3:2]. The reactants are [CH2:1]([N:3]1[C:7](/[CH:8]=[CH:9]\[C:10]2[C:11]([O:21][CH2:22][C:23]3[CH:48]=[CH:47][C:26]([O:27][CH2:28][C:29]4[N:30]=[C:31]([C:35]5[CH:40]=[CH:39][C:38]([CH2:41][C:42]([O:44]CC)=[O:43])=[CH:37][CH:36]=5)[O:32][C:33]=4[CH3:34])=[C:25]([O:49][CH3:50])[CH:24]=3)=[N:12][N:13]([C:15]3[CH:20]=[CH:19][CH:18]=[CH:17][CH:16]=3)[CH:14]=2)=[CH:6][N:5]=[CH:4]1)[CH3:2].[OH-].[Na+].O1CCCC1.Cl. The yield is 0.550. (6) The reactants are [CH3:1][O:2][C:3]([C:5]1([C:8]2[CH:13]=[CH:12][C:11](B3OC(C)(C)C(C)(C)O3)=[CH:10][CH:9]=2)[CH2:7][CH2:6]1)=[O:4].[F:23][C:24]([F:51])([F:50])[C:25]1[CH:30]=[CH:29][CH:28]=[CH:27][C:26]=1[C@H:31]([O:33][C:34](=[O:49])[NH:35][C:36]1[N:37]([C:42]2[CH:47]=[CH:46][C:45](Br)=[CH:44][CH:43]=2)[N:38]=[N:39][C:40]=1[CH3:41])[CH3:32].P([O-])([O-])([O-])=O.[K+].[K+].[K+].COC1C=CC=C(OC)C=1C1C=CC=CC=1P(C1CCCCC1)C1CCCCC1. The catalyst is CC([O-])=O.CC([O-])=O.[Pd+2].O.C1(C)C=CC=CC=1. The product is [CH3:1][O:2][C:3]([C:5]1([C:8]2[CH:9]=[CH:10][C:11]([C:45]3[CH:44]=[CH:43][C:42]([N:37]4[C:36]([NH:35][C:34]([O:33][C@@H:31]([C:26]5[CH:27]=[CH:28][CH:29]=[CH:30][C:25]=5[C:24]([F:23])([F:50])[F:51])[CH3:32])=[O:49])=[C:40]([CH3:41])[N:39]=[N:38]4)=[CH:47][CH:46]=3)=[CH:12][CH:13]=2)[CH2:6][CH2:7]1)=[O:4]. The yield is 0.465. (7) No catalyst specified. The yield is 0.330. The reactants are [CH3:1][C:2]1[CH:11]=[CH:10][C:9]2[C:4](=[CH:5][CH:6]=[CH:7][C:8]=2[N:12]2[CH2:17][CH2:16][NH:15][C@H:14]([CH3:18])[CH2:13]2)[N:3]=1.CS(O[CH2:24][CH2:25][C:26]1[CH:31]=[CH:30][CH:29]=[C:28]([N:32]2[CH2:36][CH2:35][O:34][C:33]2=[O:37])[CH:27]=1)(=O)=O. The product is [CH3:18][C@@H:14]1[CH2:13][N:12]([C:8]2[CH:7]=[CH:6][CH:5]=[C:4]3[C:9]=2[CH:10]=[CH:11][C:2]([CH3:1])=[N:3]3)[CH2:17][CH2:16][N:15]1[CH2:24][CH2:25][C:26]1[CH:27]=[C:28]([N:32]2[CH2:36][CH2:35][O:34][C:33]2=[O:37])[CH:29]=[CH:30][CH:31]=1.